From a dataset of Forward reaction prediction with 1.9M reactions from USPTO patents (1976-2016). Predict the product of the given reaction. (1) Given the reactants [H-].[Na+].[C:3]([O:7][CH2:8][CH3:9])(=[O:6])[CH2:4][OH:5].Cl[C:11]1[C:16]([C:17]#[N:18])=[CH:15][N:14]=[CH:13][CH:12]=1, predict the reaction product. The product is: [NH2:18][C:17]1[C:16]2[CH:15]=[N:14][CH:13]=[CH:12][C:11]=2[O:5][C:4]=1[C:3]([O:7][CH2:8][CH3:9])=[O:6]. (2) Given the reactants [Cl:1][C:2]1[CH:3]=[CH:4][C:5]2[N:11]3[CH:12]=[CH:13][CH:14]=[C:10]3[C@H:9]([CH2:15][C:16]([NH:18][C@@H:19]3[CH2:24][CH2:23][CH2:22][CH2:21][C@@H:20]3[C:25]([O:27]CC)=[O:26])=[O:17])[O:8][C@@H:7]([C:30]3[CH:35]=[CH:34][CH:33]=[C:32]([O:36][CH3:37])[C:31]=3[O:38][CH3:39])[C:6]=2[CH:40]=1.C(=O)([O-])[O-].[K+].[K+].Cl.C(OCC)(=O)C, predict the reaction product. The product is: [Cl:1][C:2]1[CH:3]=[CH:4][C:5]2[N:11]3[CH:12]=[CH:13][CH:14]=[C:10]3[C@H:9]([CH2:15][C:16]([NH:18][C@@H:19]3[CH2:24][CH2:23][CH2:22][CH2:21][C@@H:20]3[C:25]([OH:27])=[O:26])=[O:17])[O:8][C@@H:7]([C:30]3[CH:35]=[CH:34][CH:33]=[C:32]([O:36][CH3:37])[C:31]=3[O:38][CH3:39])[C:6]=2[CH:40]=1. (3) Given the reactants C[Si](C)(C)[N-][Si](C)(C)C.[Na+].[NH2:11][C:12]1[CH:13]=[CH:14][C:15]([C:19]([O:21][CH3:22])=[O:20])=[N:16][C:17]=1[I:18].[C:23]([O:27][C:28](O[C:28]([O:27][C:23]([CH3:26])([CH3:25])[CH3:24])=[O:29])=[O:29])([CH3:26])([CH3:25])[CH3:24].Cl, predict the reaction product. The product is: [C:23]([O:27][C:28]([NH:11][C:12]1[CH:13]=[CH:14][C:15]([C:19]([O:21][CH3:22])=[O:20])=[N:16][C:17]=1[I:18])=[O:29])([CH3:26])([CH3:25])[CH3:24]. (4) Given the reactants C(O)C.[NH2:4][C:5]1C=[C:12]([F:14])[C:11]([CH3:15])=[CH:10][C:6]=1C(O)=O.C[Si](C=[N+]=[N-])(C)C.[CH2:23]([O:25][C:26](=[O:28])[CH3:27])C, predict the reaction product. The product is: [CH3:23][O:25][C:26](=[O:28])[C:27]1[C:5]([NH2:4])=[CH:6][CH:10]=[C:11]([CH3:15])[C:12]=1[F:14]. (5) Given the reactants [CH:1]1([CH:4]=[O:5])[CH2:3][CH2:2]1.[N+:6]([CH3:9])([O-:8])=[O:7].[OH-].[Na+].CC(O)=O, predict the reaction product. The product is: [CH:1]1([CH:4]([OH:5])[CH2:9][N+:6]([O-:8])=[O:7])[CH2:3][CH2:2]1. (6) Given the reactants [Cl:1][C:2]1[CH:3]=[C:4]([F:11])[C:5]([OH:10])=[C:6]([CH:9]=1)[CH:7]=[O:8].[C:12](=O)([O-])[O-].[K+].[K+].CI.O, predict the reaction product. The product is: [Cl:1][C:2]1[CH:3]=[C:4]([F:11])[C:5]([O:10][CH3:12])=[C:6]([CH:9]=1)[CH:7]=[O:8]. (7) Given the reactants [Cl:1][C:2]1[CH:26]=[CH:25][C:5]([O:6][CH2:7][C:8]2[NH:9][C:10]3[C:16]([O:17][CH2:18][C:19]4[CH:24]=[CH:23][CH:22]=[CH:21][CH:20]=4)=[CH:15][CH:14]=[CH:13][C:11]=3[N:12]=2)=[CH:4][CH:3]=1.[H-].[Na+].[C:29]([O:33][C:34]([N:36]1[CH2:41][CH2:40][CH2:39][CH:38]([CH2:42][CH2:43][CH2:44]Br)[CH2:37]1)=[O:35])([CH3:32])([CH3:31])[CH3:30], predict the reaction product. The product is: [Cl:1][C:2]1[CH:3]=[CH:4][C:5]([O:6][CH2:7][C:8]2[N:12]([CH2:44][CH2:43][CH2:42][CH:38]3[CH2:39][CH2:40][CH2:41][N:36]([C:34]([O:33][C:29]([CH3:30])([CH3:32])[CH3:31])=[O:35])[CH2:37]3)[C:11]3[CH:13]=[CH:14][CH:15]=[C:16]([O:17][CH2:18][C:19]4[CH:20]=[CH:21][CH:22]=[CH:23][CH:24]=4)[C:10]=3[N:9]=2)=[CH:25][CH:26]=1.